This data is from Peptide-MHC class II binding affinity with 134,281 pairs from IEDB. The task is: Regression. Given a peptide amino acid sequence and an MHC pseudo amino acid sequence, predict their binding affinity value. This is MHC class II binding data. (1) The peptide sequence is KFVDSTVVASVTIID. The MHC is DRB3_0101 with pseudo-sequence DRB3_0101. The binding affinity (normalized) is 0.521. (2) The peptide sequence is VHFQPLPPAVVKLSDALIAT. The MHC is DRB1_0701 with pseudo-sequence DRB1_0701. The binding affinity (normalized) is 0.296.